From a dataset of NCI-60 drug combinations with 297,098 pairs across 59 cell lines. Regression. Given two drug SMILES strings and cell line genomic features, predict the synergy score measuring deviation from expected non-interaction effect. Drug 1: C1CC(C1)(C(=O)O)C(=O)O.[NH2-].[NH2-].[Pt+2]. Drug 2: CC1=C(C=C(C=C1)C(=O)NC2=CC(=CC(=C2)C(F)(F)F)N3C=C(N=C3)C)NC4=NC=CC(=N4)C5=CN=CC=C5. Cell line: SF-268. Synergy scores: CSS=-2.51, Synergy_ZIP=-0.331, Synergy_Bliss=0.531, Synergy_Loewe=-5.11, Synergy_HSA=-4.85.